Task: Predict the product of the given reaction.. Dataset: Forward reaction prediction with 1.9M reactions from USPTO patents (1976-2016) Given the reactants [NH2:1][C:2]1[CH:15]=[CH:14][CH:13]=[CH:12][C:3]=1[C:4]([C:6]1[CH:11]=[CH:10][CH:9]=[CH:8][CH:7]=1)=[O:5].[N+:16]([C:19]1[CH:24]=[CH:23][C:22]([S:25](Cl)(=[O:27])=[O:26])=[CH:21][CH:20]=1)([O-:18])=[O:17].N1C=CC=CC=1, predict the reaction product. The product is: [C:4]([C:3]1[CH:12]=[CH:13][CH:14]=[CH:15][C:2]=1[NH:1][S:25]([C:22]1[CH:21]=[CH:20][C:19]([N+:16]([O-:18])=[O:17])=[CH:24][CH:23]=1)(=[O:26])=[O:27])(=[O:5])[C:6]1[CH:11]=[CH:10][CH:9]=[CH:8][CH:7]=1.